Dataset: NCI-60 drug combinations with 297,098 pairs across 59 cell lines. Task: Regression. Given two drug SMILES strings and cell line genomic features, predict the synergy score measuring deviation from expected non-interaction effect. (1) Drug 1: C1=NC2=C(N1)C(=S)N=CN2. Drug 2: B(C(CC(C)C)NC(=O)C(CC1=CC=CC=C1)NC(=O)C2=NC=CN=C2)(O)O. Cell line: HCT-15. Synergy scores: CSS=35.3, Synergy_ZIP=2.39, Synergy_Bliss=4.36, Synergy_Loewe=-26.0, Synergy_HSA=1.69. (2) Drug 1: CC(CN1CC(=O)NC(=O)C1)N2CC(=O)NC(=O)C2. Drug 2: C1=NC2=C(N=C(N=C2N1C3C(C(C(O3)CO)O)O)F)N. Cell line: LOX IMVI. Synergy scores: CSS=27.6, Synergy_ZIP=-0.786, Synergy_Bliss=-0.375, Synergy_Loewe=-3.05, Synergy_HSA=-2.88. (3) Drug 1: CN1CCC(CC1)COC2=C(C=C3C(=C2)N=CN=C3NC4=C(C=C(C=C4)Br)F)OC. Drug 2: C1=CC(=CC=C1CCCC(=O)O)N(CCCl)CCCl. Cell line: PC-3. Synergy scores: CSS=19.3, Synergy_ZIP=-6.72, Synergy_Bliss=-3.01, Synergy_Loewe=-1.54, Synergy_HSA=-0.229. (4) Drug 1: CCC1(CC2CC(C3=C(CCN(C2)C1)C4=CC=CC=C4N3)(C5=C(C=C6C(=C5)C78CCN9C7C(C=CC9)(C(C(C8N6C=O)(C(=O)OC)O)OC(=O)C)CC)OC)C(=O)OC)O.OS(=O)(=O)O. Drug 2: CC1=C(C(=CC=C1)Cl)NC(=O)C2=CN=C(S2)NC3=CC(=NC(=N3)C)N4CCN(CC4)CCO. Cell line: 786-0. Synergy scores: CSS=1.32, Synergy_ZIP=0.0224, Synergy_Bliss=5.66, Synergy_Loewe=2.40, Synergy_HSA=3.13. (5) Cell line: UACC-257. Drug 1: C1CN1C2=NC(=NC(=N2)N3CC3)N4CC4. Drug 2: C1CN(CCN1C(=O)CCBr)C(=O)CCBr. Synergy scores: CSS=15.7, Synergy_ZIP=-7.40, Synergy_Bliss=-2.42, Synergy_Loewe=-0.553, Synergy_HSA=0.606.